From a dataset of Catalyst prediction with 721,799 reactions and 888 catalyst types from USPTO. Predict which catalyst facilitates the given reaction. Reactant: [OH:1][CH2:2][CH2:3][N:4]([CH3:22])[C:5]1[CH:10]=[CH:9][C:8]([CH:11]=[CH:12][C:13]2[S:17][C:16]([CH:18]=O)=[CH:15][CH:14]=2)=[C:7]([O:20][CH3:21])[CH:6]=1.[C:23]([C:25]1[C:26](=[C:41]([C:44]#[N:45])[C:42]#[N:43])[O:27][C:28]([C:35]2[CH:40]=[CH:39][CH:38]=[CH:37][CH:36]=2)([C:31]([F:34])([F:33])[F:32])[C:29]=1[CH3:30])#[N:24]. Product: [C:23]([C:25]1[C:26](=[C:41]([C:44]#[N:45])[C:42]#[N:43])[O:27][C:28]([C:35]2[CH:40]=[CH:39][CH:38]=[CH:37][CH:36]=2)([C:31]([F:34])([F:32])[F:33])[C:29]=1[CH:30]=[CH:18][C:16]1[S:17][C:13]([CH:12]=[CH:11][C:8]2[CH:9]=[CH:10][C:5]([N:4]([CH2:3][CH2:2][OH:1])[CH3:22])=[CH:6][C:7]=2[O:20][CH3:21])=[CH:14][CH:15]=1)#[N:24]. The catalyst class is: 353.